Predict the product of the given reaction. From a dataset of Forward reaction prediction with 1.9M reactions from USPTO patents (1976-2016). The product is: [CH3:1][O:2][C:3]1[C:8]([CH2:9][N:10]([C:11]2[CH:16]=[CH:15][CH:14]=[CH:13][C:12]=2[O:17][C:18]2[CH:23]=[CH:22][CH:21]=[CH:20][CH:19]=2)[C:24](=[O:26])[CH3:25])=[CH:7][CH:6]=[CH:5][N:4]=1. Given the reactants [CH3:1][O:2][C:3]1[C:8]([CH2:9][NH:10][C:11]2[CH:16]=[CH:15][CH:14]=[CH:13][C:12]=2[O:17][C:18]2[CH:23]=[CH:22][CH:21]=[CH:20][CH:19]=2)=[CH:7][CH:6]=[CH:5][N:4]=1.[C:24](Cl)(=[O:26])[CH3:25], predict the reaction product.